Predict which catalyst facilitates the given reaction. From a dataset of Catalyst prediction with 721,799 reactions and 888 catalyst types from USPTO. (1) Reactant: [NH2:1][CH2:2][C:3]1[CH:8]=[CH:7][C:6]([C:9]2[C:10]([C:16]([O:18][CH3:19])=[O:17])=[C:11]([F:15])[CH:12]=[CH:13][CH:14]=2)=[CH:5][C:4]=1[F:20].C(N(CC)CC)C.ClC(Cl)(O[C:32](=[O:38])OC(Cl)(Cl)Cl)Cl.[NH2:40][CH2:41][CH2:42][C:43]1[CH:50]=[CH:49][C:46]([C:47]#[N:48])=[CH:45][CH:44]=1. Product: [C:47]([C:46]1[CH:49]=[CH:50][C:43]([CH2:42][CH2:41][NH:40][C:32]([NH:1][CH2:2][C:3]2[CH:8]=[CH:7][C:6]([C:9]3[C:10]([C:16]([O:18][CH3:19])=[O:17])=[C:11]([F:15])[CH:12]=[CH:13][CH:14]=3)=[CH:5][C:4]=2[F:20])=[O:38])=[CH:44][CH:45]=1)#[N:48]. The catalyst class is: 1. (2) Reactant: O[C:2]1[CH:7]=[CH:6][C:5]([C:8]2[CH2:12][O:11][C:10](=[O:13])[C:9]=2[C:14]2[CH:19]=[CH:18][C:17]([O:20][CH3:21])=[CH:16][CH:15]=2)=[CH:4][CH:3]=1.[C:22]([O-])([O-])=O.[K+].[K+].Cl[CH2:29][C:30]1[CH:39]=[CH:38][C:37]2[C:32](=[CH:33][CH:34]=[CH:35][CH:36]=2)[N:31]=1. Product: [CH3:21][O:20][C:17]1[CH:18]=[CH:19][C:14]([C:9]2[C:10](=[O:13])[O:11][CH2:12][C:8]=2[C:5]2[CH:6]=[CH:7][C:2]([CH2:22][CH2:29][C:30]3[CH:39]=[CH:38][C:37]4[C:32](=[CH:33][CH:34]=[CH:35][CH:36]=4)[N:31]=3)=[CH:3][CH:4]=2)=[CH:15][CH:16]=1. The catalyst class is: 3. (3) Reactant: [CH3:1][N+:2]1([CH3:26])[C@@H:7]2[C@@H:8]3[O:10][C@@H:9]3[C@H:3]1[CH2:4][C@@H:5]([O:11][C:12]([C:14]([OH:25])([C:20]1[S:24][CH:23]=[CH:22][CH:21]=1)[C:15]1[S:19][CH:18]=[CH:17][CH:16]=1)=[O:13])[CH2:6]2.O.[Br-].C(=O)(O)[O-].[C:33]1([S:39]([OH:42])(=[O:41])=[O:40])[CH:38]=[CH:37][CH:36]=[CH:35][CH:34]=1. Product: [CH3:1][N+:2]1([CH3:26])[C@@H:3]2[C@@H:9]3[O:10][C@@H:8]3[C@H:7]1[CH2:6][C@@H:5]([O:11][C:12]([C:14]([OH:25])([C:15]1[S:19][CH:18]=[CH:17][CH:16]=1)[C:20]1[S:24][CH:23]=[CH:22][CH:21]=1)=[O:13])[CH2:4]2.[C:33]1([S:39]([O-:42])(=[O:41])=[O:40])[CH:38]=[CH:37][CH:36]=[CH:35][CH:34]=1.[CH3:1][N+:2]1([CH3:26])[C@@H:3]2[C@@H:9]3[O:10][C@@H:8]3[C@H:7]1[CH2:6][C@@H:5]([O:11][C:12]([C:14]([OH:25])([C:15]1[S:19][CH:18]=[CH:17][CH:16]=1)[C:20]1[S:24][CH:23]=[CH:22][CH:21]=1)=[O:13])[CH2:4]2. The catalyst class is: 716. (4) Reactant: Cl.[CH2:2]([O:4][C:5](=[O:8])[CH2:6][NH2:7])[CH3:3].[CH:9](OC)=[O:10]. Product: [CH:9]([NH:7][CH2:6][C:5]([O:4][CH2:2][CH3:3])=[O:8])=[O:10]. The catalyst class is: 66. (5) Reactant: [CH3:1][C@@H:2]([NH:13][CH2:14][CH2:15][CH2:16][C:17]1[CH:18]=[CH:19][CH:20]=[C:21]([C:23]([F:26])([F:25])[F:24])[CH:22]=1)[C:3]1[CH:4]=[CH:5][CH:6]=[C:7]2[CH:12]=[CH:11][CH:10]=[CH:9][C:8]=12.[ClH:27]. Product: [CH3:1][C@@H:2]([NH:13][CH2:14][CH2:15][CH2:16][C:17]1[CH:18]=[CH:19][CH:20]=[C:21]([C:23]([F:24])([F:25])[F:26])[CH:22]=1)[C:3]1[CH:4]=[CH:5][CH:6]=[C:7]2[CH:12]=[CH:11][CH:10]=[CH:9][C:8]=12.[ClH:27]. The catalyst class is: 21. (6) Reactant: [Cl:1][C:2]1[CH:8]=[C:7]([O:9][C:10]2[C:19]3[C:14](=[CH:15][C:16]([O:22][CH3:23])=[C:17]([O:20][CH3:21])[CH:18]=3)[N:13]=[CH:12][N:11]=2)[CH:6]=[CH:5][C:3]=1[NH2:4].C(N(CC)CC)C.ClC(Cl)(O[C:35](=[O:41])OC(Cl)(Cl)Cl)Cl.[CH2:43]([N:45]([CH2:49][CH3:50])[CH2:46][CH2:47][NH2:48])[CH3:44]. Product: [Cl:1][C:2]1[CH:8]=[C:7]([O:9][C:10]2[C:19]3[C:14](=[CH:15][C:16]([O:22][CH3:23])=[C:17]([O:20][CH3:21])[CH:18]=3)[N:13]=[CH:12][N:11]=2)[CH:6]=[CH:5][C:3]=1[NH:4][C:35]([NH:48][CH2:47][CH2:46][N:45]([CH2:49][CH3:50])[CH2:43][CH3:44])=[O:41]. The catalyst class is: 146. (7) Reactant: [C:9](O[C:9]([O:11][C:12]([CH3:15])([CH3:14])[CH3:13])=[O:10])([O:11][C:12]([CH3:15])([CH3:14])[CH3:13])=[O:10].[F:16][C:17]1([F:29])[C:25]2[C:20](=[CH:21][CH:22]=[C:23]([N+:26]([O-:28])=[O:27])[CH:24]=2)[NH:19][CH2:18]1. Product: [F:29][C:17]1([F:16])[C:25]2[C:20](=[CH:21][CH:22]=[C:23]([N+:26]([O-:28])=[O:27])[CH:24]=2)[N:19]([C:9]([O:11][C:12]([CH3:13])([CH3:14])[CH3:15])=[O:10])[CH2:18]1. The catalyst class is: 143. (8) Reactant: [OH:1][C@H:2]([C@@H:18]([NH:26][C:27](=[O:48])[C@@H:28]([N:33]1[CH2:37][CH2:36][N:35]([CH2:38][C:39]2[N:40]=[C:41]([CH2:44][O:45][CH3:46])[S:42][CH:43]=2)[C:34]1=[O:47])[C@@H:29]([CH3:32])[CH2:30][CH3:31])[CH2:19][C:20]1[CH:25]=[CH:24][CH:23]=[CH:22][CH:21]=1)[CH2:3][NH:4][NH:5][C:6]([C@@H:8]([NH:13][C:14](=[O:17])[O:15][CH3:16])[C:9]([CH3:12])([CH3:11])[CH3:10])=[O:7].[CH:49](=O)[CH2:50][CH:51]([CH3:53])[CH3:52].C(O)(=O)C.C(O[BH-](OC(=O)C)OC(=O)C)(=O)C.[Na+]. Product: [OH:1][C@H:2]([C@@H:18]([NH:26][C:27](=[O:48])[C@@H:28]([N:33]1[CH2:37][CH2:36][N:35]([CH2:38][C:39]2[N:40]=[C:41]([CH2:44][O:45][CH3:46])[S:42][CH:43]=2)[C:34]1=[O:47])[C@@H:29]([CH3:32])[CH2:30][CH3:31])[CH2:19][C:20]1[CH:25]=[CH:24][CH:23]=[CH:22][CH:21]=1)[CH2:3][N:4]([CH2:49][CH2:50][CH:51]([CH3:53])[CH3:52])[NH:5][C:6]([C@@H:8]([NH:13][C:14](=[O:17])[O:15][CH3:16])[C:9]([CH3:11])([CH3:10])[CH3:12])=[O:7]. The catalyst class is: 26. (9) Reactant: Cl[C:2]1[C:7]([F:8])=[CH:6][N:5]=[C:4]2[NH:9][C:10]([C:12]3[CH:21]=[CH:20][C:15]([C:16]([O:18][CH3:19])=[O:17])=[CH:14][CH:13]=3)=[N:11][C:3]=12.Cl.[I-:23].[Na+].[O-]S([O-])(=S)=O.[Na+].[Na+]. Product: [F:8][C:7]1[C:2]([I:23])=[C:3]2[N:11]=[C:10]([C:12]3[CH:21]=[CH:20][C:15]([C:16]([O:18][CH3:19])=[O:17])=[CH:14][CH:13]=3)[NH:9][C:4]2=[N:5][CH:6]=1. The catalyst class is: 577.